From a dataset of Reaction yield outcomes from USPTO patents with 853,638 reactions. Predict the reaction yield, written as a fraction of the theoretical maximum amount of product (1.0 means a 100% yield; for example, 0.34 means a 34% yield). (1) The reactants are [Cl:1][C:2]1[CH:3]=[C:4]([C:9]2([C:16]#[N:17])[CH2:14][CH2:13][CH2:12][C:11](=[O:15])[CH2:10]2)[CH:5]=[CH:6][C:7]=1[Cl:8].[CH3:18]C#N.O. The catalyst is CO. The product is [NH2:17][CH2:16][C:9]1([C:4]2[CH:5]=[CH:6][C:7]([Cl:8])=[C:2]([Cl:1])[CH:3]=2)[CH2:14][CH2:13][CH2:12][C:11]([CH3:18])([OH:15])[CH2:10]1. The yield is 0.810. (2) The reactants are [N:1]([CH2:4][CH2:5][CH2:6][C:7]1([C:24]2[CH:29]=[CH:28][CH:27]=[CH:26][CH:25]=2)[N:11]([C:12](=[S:15])[NH:13][NH2:14])[N:10]=[C:9]([C:16]2[CH:21]=[C:20]([F:22])[CH:19]=[CH:18][C:17]=2[F:23])[S:8]1)=[N+:2]=[N-:3].[CH3:30]OC(OC)OC.CC1C=CC(S(O)(=O)=O)=CC=1. No catalyst specified. The product is [N:1]([CH2:4][CH2:5][CH2:6][C:7]1([C:24]2[CH:29]=[CH:28][CH:27]=[CH:26][CH:25]=2)[N:11]([C:12]2[S:15][CH:30]=[N:14][N:13]=2)[N:10]=[C:9]([C:16]2[CH:21]=[C:20]([F:22])[CH:19]=[CH:18][C:17]=2[F:23])[S:8]1)=[N+:2]=[N-:3]. The yield is 0.900. (3) The reactants are [CH3:1][N:2]([CH3:12])[C:3]1[CH:8]=[CH:7][CH:6]=[C:5]([N+:9]([O-])=O)[CH:4]=1.[Sn](Cl)Cl. The catalyst is C(O)C. The product is [CH3:1][N:2]([CH3:12])[C:3]1[CH:8]=[CH:7][CH:6]=[C:5]([NH2:9])[CH:4]=1. The yield is 0.820. (4) The reactants are [H-].[Na+].[NH:3]1[C:11]2[C:6](=[CH:7][CH:8]=[CH:9][C:10]=2[CH:12]=[O:13])[CH:5]=[CH:4]1.[CH3:14][C:15]1[CH:20]=[CH:19][C:18]([S:21](Cl)(=[O:23])=[O:22])=[CH:17][CH:16]=1.[Cl-].[NH4+]. The catalyst is C1COCC1. The product is [S:21]([N:3]1[C:11]2[C:6](=[CH:7][CH:8]=[CH:9][C:10]=2[CH:12]=[O:13])[CH:5]=[CH:4]1)([C:18]1[CH:19]=[CH:20][C:15]([CH3:14])=[CH:16][CH:17]=1)(=[O:23])=[O:22]. The yield is 0.890.